From a dataset of Forward reaction prediction with 1.9M reactions from USPTO patents (1976-2016). Predict the product of the given reaction. (1) Given the reactants [CH3:1][O:2][CH2:3][CH2:4][O:5][C:6]1[CH:11]=[CH:10][C:9]([NH2:12])=[CH:8][CH:7]=1.[C:13](C1NC=CN=1)(C1NC=CN=1)=[S:14], predict the reaction product. The product is: [N:12]([C:9]1[CH:10]=[CH:11][C:6]([O:5][CH2:4][CH2:3][O:2][CH3:1])=[CH:7][CH:8]=1)=[C:13]=[S:14]. (2) Given the reactants Br[C:2]1[CH:7]=[CH:6][C:5]([O:8][CH3:9])=[C:4]([S:10]([CH3:13])(=[O:12])=[O:11])[CH:3]=1.[NH:14]1[CH2:19][CH2:18][NH:17][CH2:16][CH2:15]1.CC(C)([O-])C.[Na+], predict the reaction product. The product is: [CH3:13][S:10]([C:4]1[CH:3]=[C:2]([N:14]2[CH2:19][CH2:18][NH:17][CH2:16][CH2:15]2)[CH:7]=[CH:6][C:5]=1[O:8][CH3:9])(=[O:12])=[O:11].